This data is from Reaction yield outcomes from USPTO patents with 853,638 reactions. The task is: Predict the reaction yield, written as a fraction of the theoretical maximum amount of product (1.0 means a 100% yield; for example, 0.34 means a 34% yield). (1) The reactants are [N:1]([CH2:4][CH2:5][CH2:6][C:7]1([C:25]2[CH:30]=[CH:29][CH:28]=[CH:27][CH:26]=2)[N:11]([C:12]2[S:13][CH:14]=[N:15][N:16]=2)[N:10]=[C:9]([C:17]2[CH:22]=[C:21]([F:23])[CH:20]=[CH:19][C:18]=2[F:24])[S:8]1)=[N+:2]=[N-:3].[Br:31]N1C(=O)CCC1=O. The catalyst is C(#N)C. The product is [N:1]([CH2:4][CH2:5][CH2:6][C:7]1([C:25]2[CH:30]=[CH:29][CH:28]=[CH:27][CH:26]=2)[N:11]([C:12]2[S:13][C:14]([Br:31])=[N:15][N:16]=2)[N:10]=[C:9]([C:17]2[CH:22]=[C:21]([F:23])[CH:20]=[CH:19][C:18]=2[F:24])[S:8]1)=[N+:2]=[N-:3]. The yield is 0.930. (2) The reactants are [CH:1]([O:4][C:5]1[N:10]=[C:9]([C:11]2[CH:12]=[C:13]3[C:17](=[CH:18][CH:19]=2)[N:16](S(C2C=CC(C)=CC=2)(=O)=O)[CH:15]=[C:14]3[C:30]([OH:32])=[O:31])[CH:8]=[N:7][CH:6]=1)([CH3:3])[CH3:2].[OH-].[Na+]. The catalyst is O1CCOCC1. The product is [CH:1]([O:4][C:5]1[N:10]=[C:9]([C:11]2[CH:12]=[C:13]3[C:17](=[CH:18][CH:19]=2)[NH:16][CH:15]=[C:14]3[C:30]([OH:32])=[O:31])[CH:8]=[N:7][CH:6]=1)([CH3:3])[CH3:2]. The yield is 0.120. (3) The reactants are [Cl-].[Li+].[Cu](C#N)C#N.[CH:8]1([Mg]Cl)[CH2:12][CH2:11][CH2:10][CH2:9]1.C(OCC)C.[C:20]([O:24][CH3:25])(=[O:23])[C:21]#[CH:22].[I:26]I. The catalyst is O1CCCC1. The product is [CH3:25][O:24][C:20](=[O:23])/[C:21](/[I:26])=[CH:22]\[CH:8]1[CH2:12][CH2:11][CH2:10][CH2:9]1. The yield is 0.970. (4) The reactants are CO[C:3](=[O:28])[C:4]1[CH:9]=[CH:8][C:7]([O:10][CH2:11][C:12]2[C:13]([C:21]3[CH:26]=[CH:25][C:24]([F:27])=[CH:23][CH:22]=3)=[N:14][O:15][C:16]=2[C:17]([F:20])([F:19])[F:18])=[N:6][CH:5]=1.[NH2:29][CH:30]1[CH2:35][CH2:34][O:33][CH2:32][CH2:31]1. No catalyst specified. The product is [F:27][C:24]1[CH:25]=[CH:26][C:21]([C:13]2[C:12]([CH2:11][O:10][C:7]3[CH:8]=[CH:9][C:4]([C:3]([NH:29][CH:30]4[CH2:35][CH2:34][O:33][CH2:32][CH2:31]4)=[O:28])=[CH:5][N:6]=3)=[C:16]([C:17]([F:19])([F:20])[F:18])[O:15][N:14]=2)=[CH:22][CH:23]=1. The yield is 0.800.